From a dataset of Full USPTO retrosynthesis dataset with 1.9M reactions from patents (1976-2016). Predict the reactants needed to synthesize the given product. Given the product [NH2:38][C:35]1[C:34]2[C:29](=[N:30][CH:31]=[CH:32][C:33]=2[C:16]2[CH:15]=[CH:14][C:13]([NH:12][C:10]([NH:9][C:3]3[CH:4]=[C:5]([CH3:8])[CH:6]=[CH:7][C:2]=3[F:1])=[O:11])=[CH:18][CH:17]=2)[NH:37][N:36]=1, predict the reactants needed to synthesize it. The reactants are: [F:1][C:2]1[CH:7]=[CH:6][C:5]([CH3:8])=[CH:4][C:3]=1[NH:9][C:10]([NH:12][C:13]1[CH:18]=[CH:17][C:16](B2OC(C)(C)C(C)(C)O2)=[CH:15][CH:14]=1)=[O:11].Br[C:29]1[C:34]2[C:35]([NH2:38])=[N:36][NH:37][C:33]=2[CH:32]=[CH:31][N:30]=1.